Dataset: Reaction yield outcomes from USPTO patents with 853,638 reactions. Task: Predict the reaction yield, written as a fraction of the theoretical maximum amount of product (1.0 means a 100% yield; for example, 0.34 means a 34% yield). (1) The reactants are Cl.Cl.[N:3]1([C:9]2[CH:10]=[CH:11][C:12]3[N:13]([C:15]([C:18]([F:21])([F:20])[F:19])=[N:16][N:17]=3)[N:14]=2)[CH2:8][CH2:7][NH:6][CH2:5][CH2:4]1.CCN(C(C)C)C(C)C.[F:31][C:32]1[CH:40]=[CH:39][CH:38]=[CH:37][C:33]=1[CH2:34][CH2:35]Br. The catalyst is CN(C=O)C. The product is [F:31][C:32]1[CH:40]=[CH:39][CH:38]=[CH:37][C:33]=1[CH2:34][CH2:35][N:6]1[CH2:5][CH2:4][N:3]([C:9]2[CH:10]=[CH:11][C:12]3[N:13]([C:15]([C:18]([F:19])([F:20])[F:21])=[N:16][N:17]=3)[N:14]=2)[CH2:8][CH2:7]1. The yield is 0.664. (2) The reactants are [Br:1][C:2]1[CH:7]=[C:6]([F:8])[C:5]([CH2:9][C:10]#N)=[C:4]([F:12])[CH:3]=1.[OH:13]S(O)(=O)=O.[OH2:18]. No catalyst specified. The product is [Br:1][C:2]1[CH:7]=[C:6]([F:8])[C:5]([CH2:9][C:10]([OH:13])=[O:18])=[C:4]([F:12])[CH:3]=1. The yield is 0.333.